From a dataset of Retrosynthesis with 50K atom-mapped reactions and 10 reaction types from USPTO. Predict the reactants needed to synthesize the given product. (1) Given the product C=C(C)CC(NC(=O)OC(C)(C)C)C(=O)O, predict the reactants needed to synthesize it. The reactants are: C=C(C)CC(NC(=O)OC(C)(C)C)C(=O)OCC. (2) Given the product O=C(c1cnc(NC23CC4CC(C2)CC(C(=O)O)(C4)C3)nc1C(F)(F)F)N1CCS(=O)(=O)CC1, predict the reactants needed to synthesize it. The reactants are: COC(=O)C12CC3CC(CC(Nc4ncc(C(=O)N5CCS(=O)(=O)CC5)c(C(F)(F)F)n4)(C3)C1)C2. (3) Given the product Cc1c(CNC(C)C)cncc1-c1ccc2[nH]nc(-c3ncc[nH]3)c2c1, predict the reactants needed to synthesize it. The reactants are: COc1ccc(Cn2nc(-c3ncc[nH]3)c3cc(-c4cncc(CNC(C)C)c4C)ccc32)cc1. (4) Given the product Nc1ccc(Br)cc1[N+](=O)[O-], predict the reactants needed to synthesize it. The reactants are: CC(=O)Nc1ccc(Br)cc1[N+](=O)[O-]. (5) Given the product O=C(NC1CCN(Cc2c(-c3ccccc3)nc3ccccc3c2C(=O)O)CC1)OCC1c2ccccc2-c2ccccc21, predict the reactants needed to synthesize it. The reactants are: COC(=O)c1c(CN2CCC(NC(=O)OCC3c4ccccc4-c4ccccc43)CC2)c(-c2ccccc2)nc2ccccc12. (6) Given the product C#Cc1c(Cl)cccc1Cl, predict the reactants needed to synthesize it. The reactants are: C[Si](C)(C)C#Cc1c(Cl)cccc1Cl.